From a dataset of Reaction yield outcomes from USPTO patents with 853,638 reactions. Predict the reaction yield, written as a fraction of the theoretical maximum amount of product (1.0 means a 100% yield; for example, 0.34 means a 34% yield). (1) The reactants are Cl.[NH:2]1[C:6]2[CH:7]=[CH:8][C:9]([C:11]([N:13]3[CH2:16][C:15]4([CH2:21][CH2:20][NH:19][CH2:18][CH2:17]4)[CH2:14]3)=[O:12])=[CH:10][C:5]=2[N:4]=[N:3]1.N12CCCN=C1CCCCC2.Br[C:34]1[S:35][C:36]([C:39]2[CH:44]=[CH:43][C:42]([Cl:45])=[CH:41][CH:40]=2)=[N:37][N:38]=1. The catalyst is C1(C)C=CC=CC=1. The product is [NH:2]1[C:6]2[CH:7]=[CH:8][C:9]([C:11]([N:13]3[CH2:16][C:15]4([CH2:17][CH2:18][N:19]([C:34]5[S:35][C:36]([C:39]6[CH:44]=[CH:43][C:42]([Cl:45])=[CH:41][CH:40]=6)=[N:37][N:38]=5)[CH2:20][CH2:21]4)[CH2:14]3)=[O:12])=[CH:10][C:5]=2[N:4]=[N:3]1. The yield is 0.450. (2) The catalyst is C1C=CC(P(C2C=CC=CC=2)[C-]2C=CC=C2)=CC=1.C1C=CC(P(C2C=CC=CC=2)[C-]2C=CC=C2)=CC=1.Cl[Pd]Cl.[Fe+2].O. The product is [CH3:22][C:16]1([CH3:23])[CH2:15][CH:14]([C:5]2[C:4]3[C:8](=[C:9]([C:11]([NH2:13])=[O:12])[CH:10]=[C:2]([C:32]4[CH:33]=[CH:34][S:30][CH:31]=4)[CH:3]=3)[NH:7][CH:6]=2)[CH2:19][CH2:18][S:17]1(=[O:21])=[O:20]. The reactants are Br[C:2]1[CH:3]=[C:4]2[C:8](=[C:9]([C:11]([NH2:13])=[O:12])[CH:10]=1)[NH:7][CH:6]=[C:5]2[CH:14]1[CH2:19][CH2:18][S:17](=[O:21])(=[O:20])[C:16]([CH3:23])([CH3:22])[CH2:15]1.O1CCOCC1.[S:30]1[CH:34]=[CH:33][C:32](B(O)O)=[CH:31]1.C([O-])([O-])=O.[K+].[K+]. The yield is 0.190. (3) The reactants are [CH3:1][C:2]1[N:6]([CH2:7][CH:8]=[CH:9][CH2:10][CH2:11][O:12]C2CCCCO2)[C:5](=[O:19])[O:4][N:3]=1.C1(C)C=CC(S(O)(=O)=O)=CC=1.C(=O)(O)[O-].[Na+]. The catalyst is CO. The product is [OH:12][CH2:11][CH2:10][CH:9]=[CH:8][CH2:7][N:6]1[C:5](=[O:19])[O:4][N:3]=[C:2]1[CH3:1]. The yield is 0.800. (4) The reactants are [Br:1][C:2]1[CH:3]=[CH:4][C:5]([C:9](OC)=[O:10])=[N:6][C:7]=1[CH3:8].[H-].C([Al+]CC(C)C)C(C)C. The catalyst is O1CCCC1. The product is [Br:1][C:2]1[CH:3]=[CH:4][C:5]([CH:9]=[O:10])=[N:6][C:7]=1[CH3:8]. The yield is 0.760. (5) The reactants are [OH-].[K+].[C:3]([O:7][C:8]([N:10]1[CH2:15][CH2:14][C:13]([CH:21]([C:27]#[N:28])[C:22]([O:24]CC)=[O:23])([CH:16]2[CH2:20][CH2:19][CH2:18][CH2:17]2)[CH2:12][CH2:11]1)=[O:9])([CH3:6])([CH3:5])[CH3:4]. The catalyst is C(O)C.O. The product is [C:3]([O:7][C:8]([N:10]1[CH2:11][CH2:12][C:13]([CH:21]([C:27]#[N:28])[C:22]([OH:24])=[O:23])([CH:16]2[CH2:20][CH2:19][CH2:18][CH2:17]2)[CH2:14][CH2:15]1)=[O:9])([CH3:6])([CH3:4])[CH3:5]. The yield is 0.830. (6) The reactants are I[C:2]1[C:10]2[C:5](=[N:6][CH:7]=[N:8][C:9]=2[NH2:11])[NH:4][N:3]=1.[F:12][C:13]([F:25])([F:24])[O:14][C:15]1[CH:16]=[C:17](B(O)O)[CH:18]=[CH:19][CH:20]=1.C(=O)([O-])[O-].[Na+].[Na+].ClCCl. The catalyst is CN(C=O)C.C(O)C.O. The product is [F:12][C:13]([F:24])([F:25])[O:14][C:15]1[CH:20]=[C:19]([C:2]2[C:10]3[C:5](=[N:6][CH:7]=[N:8][C:9]=3[NH2:11])[NH:4][N:3]=2)[CH:18]=[CH:17][CH:16]=1. The yield is 0.410. (7) The reactants are [CH:1]([O:4][C:5]([N:7]1[CH2:12][CH2:11][CH:10]([O:13][C:14]2[C:19]([CH3:20])=[C:18](Cl)[N:17]=[CH:16][N:15]=2)[CH2:9][CH2:8]1)=[O:6])([CH3:3])[CH3:2].CC(C)([O-])C.[Na+].[I:28][C:29]1[CH:35]=[CH:34][C:32]([NH2:33])=[C:31]([F:36])[CH:30]=1. The catalyst is O1CCOCC1.C([O-])(=O)C.[Pd+2].C([O-])(=O)C.C1(C2C=CC=CC=2)C=CC=C(P(C(C)(C)C)C(C)(C)C)C=1. The product is [CH:1]([O:4][C:5]([N:7]1[CH2:12][CH2:11][CH:10]([O:13][C:14]2[C:19]([CH3:20])=[C:18]([NH:33][C:32]3[CH:34]=[CH:35][C:29]([I:28])=[CH:30][C:31]=3[F:36])[N:17]=[CH:16][N:15]=2)[CH2:9][CH2:8]1)=[O:6])([CH3:3])[CH3:2]. The yield is 0.470. (8) The reactants are [Br:1][C:2]1[CH:3]=[N:4][CH:5]=[C:6](I)[CH:7]=1.[N:9]1([C:15]([O:17][C:18]([CH3:21])([CH3:20])[CH3:19])=[O:16])[CH2:14][CH2:13][NH:12][CH2:11][CH2:10]1.[O-]P([O-])([O-])=O.[K+].[K+].[K+].C(O)CO. The catalyst is C(O)(C)C.[Cu]I. The product is [Br:1][C:2]1[CH:7]=[C:6]([N:12]2[CH2:11][CH2:10][N:9]([C:15]([O:17][C:18]([CH3:21])([CH3:20])[CH3:19])=[O:16])[CH2:14][CH2:13]2)[CH:5]=[N:4][CH:3]=1. The yield is 0.370. (9) The reactants are [NH2:1][C:2]1[N:7]=[CH:6][C:5]([CH2:8][OH:9])=[CH:4][CH:3]=1.[C:10]([O:14][C:15](O[C:15]([O:14][C:10]([CH3:13])([CH3:12])[CH3:11])=[O:16])=[O:16])([CH3:13])([CH3:12])[CH3:11]. The catalyst is C(O)(C)(C)C. The product is [C:10]([O:14][C:15]([NH:1][C:2]1[N:7]=[CH:6][C:5]([CH2:8][OH:9])=[CH:4][CH:3]=1)=[O:16])([CH3:13])([CH3:12])[CH3:11]. The yield is 0.770.